From a dataset of Forward reaction prediction with 1.9M reactions from USPTO patents (1976-2016). Predict the product of the given reaction. (1) Given the reactants [CH2:1]([O:8][CH2:9][CH2:10][N:11]1[CH:16]=[C:15](Br)[CH:14]=[CH:13][C:12]1=[O:18])[C:2]1[CH:7]=[CH:6][CH:5]=[CH:4][CH:3]=1.[C:19]1(B(O)O)[CH:24]=[CH:23][CH:22]=[CH:21][CH:20]=1.C([O-])([O-])=O.[Na+].[Na+], predict the reaction product. The product is: [CH2:1]([O:8][CH2:9][CH2:10][N:11]1[CH:16]=[C:15]([C:19]2[CH:24]=[CH:23][CH:22]=[CH:21][CH:20]=2)[CH:14]=[CH:13][C:12]1=[O:18])[C:2]1[CH:7]=[CH:6][CH:5]=[CH:4][CH:3]=1. (2) The product is: [OH:12][CH2:11][C:9]1[N:22]([CH2:18][CH:19]([CH3:21])[CH3:20])[C:2]([SH:1])=[N:3][CH:8]=1. Given the reactants [S-:1][C:2]#[N:3].[K+].[CH2:11]1[O:12][C:9](O)([CH2:11][OH:12])[CH2:8]O[C:9]1(O)[CH2:8]O.Cl.[CH2:18]([NH2:22])[CH:19]([CH3:21])[CH3:20].C(O)(=O)C, predict the reaction product. (3) Given the reactants [CH3:1][O:2][C:3]1[CH:4]=[C:5]([CH:8]=[CH:9][C:10]=1[O:11][CH3:12])[CH2:6][NH2:7].Cl[C:14]1[N:19]=[C:18]([CH:20]([F:22])[F:21])[C:17]([F:23])=[CH:16][CH:15]=1.C(=O)([O-])[O-].[Cs+].[Cs+].C1(P(C2C=CC=CC=2)C2C3OC4C(=CC=CC=4P(C4C=CC=CC=4)C4C=CC=CC=4)C(C)(C)C=3C=CC=2)C=CC=CC=1, predict the reaction product. The product is: [F:21][CH:20]([F:22])[C:18]1[N:19]=[C:14]([NH:7][CH2:6][C:5]2[CH:8]=[CH:9][C:10]([O:11][CH3:12])=[C:3]([O:2][CH3:1])[CH:4]=2)[CH:15]=[CH:16][C:17]=1[F:23]. (4) Given the reactants [C:1]1([N:7]2[C:11]3[CH:12]=[CH:13][CH:14]=[CH:15][C:10]=3[NH:9][S:8]2(=[O:17])=[O:16])[CH:6]=[CH:5][CH:4]=[CH:3][CH:2]=1.C1(P(C2C=CC=CC=2)C2C=CC=CC=2)C=CC=CC=1.O[CH2:38][CH2:39][CH:40]1[O:45][CH2:44][CH2:43][N:42](C(OC(C)(C)C)=O)[CH2:41]1.CC(OC(/N=N/C(OC(C)C)=O)=O)C, predict the reaction product. The product is: [NH:42]1[CH2:43][CH2:44][O:45][CH:40]([CH2:39][CH2:38][N:9]2[C:10]3[CH:15]=[CH:14][CH:13]=[CH:12][C:11]=3[N:7]([C:1]3[CH:2]=[CH:3][CH:4]=[CH:5][CH:6]=3)[S:8]2(=[O:16])=[O:17])[CH2:41]1.